This data is from Experimentally validated miRNA-target interactions with 360,000+ pairs, plus equal number of negative samples. The task is: Binary Classification. Given a miRNA mature sequence and a target amino acid sequence, predict their likelihood of interaction. (1) The miRNA is mmu-miR-1247-5p with sequence ACCCGUCCCGUUCGUCCCCGGA. The protein sequence of the target gene is MWVNPEEVLLANALWITERANPYFILQRRKGHAGDGGGGGGLAGLLVGTLDVVLDSSARVAPYRILYQTPDSLVYWTIACGGSRKEITEHWEWLEQNLLQTLSIFENENDITTFVRGKIQGIIAEYNKINDVKEDDDTEKFKEAIVKFHRLFGMPEEEKLVNYYSCSYWKGKVPRQGWMYLSINHLCFYSFLMGREAKLVIRWVDITQLEKNATLLLPDVIKVSTRSSEHFFSVFLNINETFKLMEQLANIAMRQLLDNEGFEQDRSLPKLKRKSPKKVSALKRDLDARAKSERYRALFR.... Result: 0 (no interaction). (2) The miRNA is hsa-miR-761 with sequence GCAGCAGGGUGAAACUGACACA. The protein sequence of the target gene is MQVRWAPSDGSLGDYTYQQDMSSSDKLSADDVLNTLDKSNRHILTCILVCGLAWSPLAFTGLCPSFVVKASENSSFIGVADEFDLTGDASWLAESTTTFYMVGNMIGGMFIPPLADHYGRLPVFVATVLLMAVGGMISAFSTSIMMFCIMRMIHGIFYTAAGLAGWVLGYENTPLRLRFFTSVYFGVMWVVGACFLGLLAYILPDWRYLMFCISVPNIFVALLIYMTVPESLHFLVSSQQNEKIEAWLEKIRGPKGDISASDIVEDRDENGSSFKTLCREMWKHKMFIVYVLVMTYIWIV.... Result: 0 (no interaction). (3) The miRNA is mmu-miR-1942 with sequence UCAGAUGUCUUCAUCUGGUUG. The protein sequence of the target gene is MALGARGWRRRSLLLLLLWVTGQAAPVLGLAVSSELQIQQSFVPDECPRTVHSGDFVRYHYVGTFLDGQKFDSSYDRDSTFNVFVGKGQLIAGMDQALVGMCVNERRLVTIPPNLAYGSEGVSGVIPPNSVLHFDVLLVDIWNSEDQVHIQTYFKPPSCPRTIQVSDFVRYHYNGTFLDGTLFDSSHNRMKTYDTYVGIGWLIPGMDKGLLGMCVGEKRIITVPPFLAYGEEGDGKDIPGQASLVFDVALLDLHNPKDTISIENKVVPENCERRSQSGDFLRYHYNGTLLDGTLFDSSYS.... Result: 0 (no interaction). (4) The miRNA is hsa-miR-181a-2-3p with sequence ACCACUGACCGUUGACUGUACC. The protein sequence of the target gene is MLRTLLRRRLFSYPTKYYFMVLVLSLITFSVLRIHQKPEFVSVRHLELAGENPSSDINCTKVLQGDVNEIQKVKLEILTVKFKKRPRWTPDDYINMTSDCSSFIKRRKYIVEPLSKEEAEFPIAYSIVVHHKIEMLDRLLRAIYMPQNFYCIHVDTKSEDSYLAAVMGIASCFSNVFVASRLESVVYASWSRVQADLNCMKDLYAMSANWKYLINLCGMDFPIKTNLEIVRKLKLLMGENNLETERMPSHKEERWKKRYEVVNGKLTNTGTVKMLPPLETPLFSGSAYFVVSREYVGYVL.... Result: 0 (no interaction). (5) The miRNA is hsa-miR-370-3p with sequence GCCUGCUGGGGUGGAACCUGGU. The protein sequence of the target gene is MEPLQQQQQQQQQQQKQPHLAPLQMDAREKQGQQMREAQFLYAQKLVTQPTLLSATAGRPSGSTPLGPLARVPPTAAVAQVFERGNMNSEPEEEDGGLEDEDGDDEVAEVAEKETQAASKYFHVQKVARQDPRVAPMSNLLPAPGLPPHGQQAKEDHTKDASKASPSVSTAGQPNWNLDEQLKQNGGLAWSDDADGGRGREISRDFAKLYELDGDPERKEFLDDLFVFMQKRGTPINRIPIMAKQILDLYMLYKLVTEKGGLVEIINKKIWREITKGLNLPTSITSAAFTLRTQYMKYLY.... Result: 1 (interaction).